Dataset: Forward reaction prediction with 1.9M reactions from USPTO patents (1976-2016). Task: Predict the product of the given reaction. Given the reactants F[C:2]1[CH:9]=[CH:8][C:7]([O:10][C:11]([F:14])([F:13])[F:12])=[CH:6][C:3]=1[C:4]#[N:5].[CH3:15][C:16]1[N:17]=[CH:18][NH:19][CH:20]=1.C(=O)([O-])[O-].[K+].[K+].CC1N(C2C=CC(OC(F)(F)F)=CC=2C#N)C=NC=1, predict the reaction product. The product is: [CH3:15][C:16]1[N:17]=[CH:18][N:19]([C:2]2[CH:9]=[CH:8][C:7]([O:10][C:11]([F:14])([F:13])[F:12])=[CH:6][C:3]=2[C:4]#[N:5])[CH:20]=1.